This data is from Full USPTO retrosynthesis dataset with 1.9M reactions from patents (1976-2016). The task is: Predict the reactants needed to synthesize the given product. (1) The reactants are: C(N(CC)CC)C.[NH2:8][C:9]1[CH:14]=[CH:13][C:12]([C:15]2[O:28][C:18]3[N:19]=[CH:20][N:21]=[C:22]([NH:23][CH2:24][CH:25]([CH3:27])[CH3:26])[C:17]=3[C:16]=2[C:29]2[CH:34]=[CH:33][CH:32]=[CH:31][CH:30]=2)=[CH:11][CH:10]=1.[N:35]([C:38]1[CH:43]=[CH:42][C:41]([O:44][CH3:45])=[CH:40][CH:39]=1)=[C:36]=[O:37].O. Given the product [CH2:24]([NH:23][C:22]1[C:17]2[C:16]([C:29]3[CH:30]=[CH:31][CH:32]=[CH:33][CH:34]=3)=[C:15]([C:12]3[CH:11]=[CH:10][C:9]([NH:8][C:36]([NH:35][C:38]4[CH:43]=[CH:42][C:41]([O:44][CH3:45])=[CH:40][CH:39]=4)=[O:37])=[CH:14][CH:13]=3)[O:28][C:18]=2[N:19]=[CH:20][N:21]=1)[CH:25]([CH3:27])[CH3:26], predict the reactants needed to synthesize it. (2) The reactants are: [F:1][C:2]1[CH:7]=[CH:6][CH:5]=[CH:4][C:3]=1[C:8](=[O:15])[CH2:9][C:10]([O:12][CH2:13][CH3:14])=[O:11].C(N(CC)CC)C.C(NC1C=CC(S([N:36]=[N+:37]=[N-])(=O)=O)=CC=1)(=O)C. Given the product [N+:36](=[C:9]([C:8]([C:3]1[CH:4]=[CH:5][CH:6]=[CH:7][C:2]=1[F:1])=[O:15])[C:10]([O:12][CH2:13][CH3:14])=[O:11])=[N-:37], predict the reactants needed to synthesize it. (3) Given the product [Br:5][C:6]1[CH:7]=[C:8]2[C:13](=[CH:14][C:15]=1[O:16][CH3:17])[O:12][C:11]([CH3:19])([CH3:18])[CH:10]=[C:9]2[CH2:1][CH3:2], predict the reactants needed to synthesize it. The reactants are: [CH2:1]([Mg]Br)[CH3:2].[Br:5][C:6]1[CH:7]=[C:8]2[C:13](=[CH:14][C:15]=1[O:16][CH3:17])[O:12][C:11]([CH3:19])([CH3:18])[CH2:10][C:9]2=O.C1(C)C=CC(S(O)(=O)=O)=CC=1. (4) Given the product [C:63]([O:66][C:67]([NH:69][CH:70]([CH2:71][NH:72][C:73]([O:75][CH2:76][CH:77]1[C:89]2[CH:88]=[CH:87][CH:86]=[CH:85][C:84]=2[C:83]2[C:78]1=[CH:79][CH:80]=[CH:81][CH:82]=2)=[O:74])[C:90]([NH:26][CH2:25][C:24]([CH3:28])([CH3:27])[CH2:23][CH2:22][CH2:21][CH2:20][O:19][C:9]1[CH:8]=[C:7]([C:1]2[CH:2]=[CH:3][CH:4]=[CH:5][CH:6]=2)[CH:12]=[C:11]([C:13]2[CH:14]=[CH:15][CH:16]=[CH:17][CH:18]=2)[N:10]=1)=[O:91])=[O:68])([CH3:65])([CH3:62])[CH3:64], predict the reactants needed to synthesize it. The reactants are: [C:1]1([C:7]2[CH:12]=[C:11]([C:13]3[CH:18]=[CH:17][CH:16]=[CH:15][CH:14]=3)[N:10]=[C:9]([O:19][CH2:20][CH2:21][CH2:22][CH2:23][C:24]([CH3:28])([CH3:27])[CH2:25][NH2:26])[CH:8]=2)[CH:6]=[CH:5][CH:4]=[CH:3][CH:2]=1.C(N(C(C)C)CC)(C)C.F[P-](F)(F)(F)(F)F.N1(OC(N(C)C)=[N+](C)C)C2C=CC=CC=2N=N1.[CH3:62][C:63]([O:66][C:67]([NH:69][C@H:70]([C:90](O)=[O:91])[CH2:71][NH:72][C:73]([O:75][CH2:76][CH:77]1[C:89]2[C:84](=[CH:85][CH:86]=[CH:87][CH:88]=2)[C:83]2[C:78]1=[CH:79][CH:80]=[CH:81][CH:82]=2)=[O:74])=[O:68])([CH3:65])[CH3:64].